From a dataset of Full USPTO retrosynthesis dataset with 1.9M reactions from patents (1976-2016). Predict the reactants needed to synthesize the given product. (1) Given the product [NH2:12][C:13]1[C:14]2[N:15]([C:19]([C@H:31]3[CH2:32][CH2:33][C@H:34]([C:37]([NH:1][C:2]4[CH:3]=[N:4][CH:5]=[CH:6][CH:7]=4)=[O:38])[CH2:35][CH2:36]3)=[N:20][C:21]=2[C:22]2[NH:23][C:24]3[C:29]([CH:30]=2)=[CH:28][CH:27]=[CH:26][CH:25]=3)[CH:16]=[CH:17][N:18]=1, predict the reactants needed to synthesize it. The reactants are: [NH2:1][C:2]1[CH:3]=[N:4][CH:5]=[CH:6][CH:7]=1.C[Al](C)C.[NH2:12][C:13]1[C:14]2[N:15]([C:19]([C@H:31]3[CH2:36][CH2:35][C@H:34]([C:37](OC)=[O:38])[CH2:33][CH2:32]3)=[N:20][C:21]=2[C:22]2[NH:23][C:24]3[C:29]([CH:30]=2)=[CH:28][CH:27]=[CH:26][CH:25]=3)[CH:16]=[CH:17][N:18]=1.[OH-].[Na+]. (2) The reactants are: C[N:2]1[CH:7]=[C:6]([N+]([O-])=O)[CH:5]=[C:4]([N+:11]([O-:13])=[O:12])[C:3]1=O.[CH3:15][C:16]1(C)[CH2:20]C[CH2:18][C:17]1=O.N. Given the product [CH3:15][C:16]1([CH3:20])[C:7]2=[N:2][CH:3]=[C:4]([N+:11]([O-:13])=[O:12])[CH:5]=[C:6]2[CH2:18][CH2:17]1, predict the reactants needed to synthesize it. (3) Given the product [Cl:1][C:2]1[CH:3]=[C:4]([NH:8][C:9]2[N:14]=[C:13]([C:15]([F:17])([F:18])[F:16])[C:12]([CH:19]([OH:20])[CH3:21])=[CH:11][N:10]=2)[CH:5]=[CH:6][CH:7]=1, predict the reactants needed to synthesize it. The reactants are: [Cl:1][C:2]1[CH:3]=[C:4]([NH:8][C:9]2[N:14]=[C:13]([C:15]([F:18])([F:17])[F:16])[C:12]([CH:19]=[O:20])=[CH:11][N:10]=2)[CH:5]=[CH:6][CH:7]=1.[CH3:21][Mg]Br. (4) Given the product [ClH:23].[F:21][C:19]([F:20])([F:22])[C:16]1[S:15][C:14]([N:11]2[CH2:12][CH2:13][NH:8][CH2:9][CH2:10]2)=[N:18][CH:17]=1, predict the reactants needed to synthesize it. The reactants are: C(OC([N:8]1[CH2:13][CH2:12][N:11]([C:14]2[S:15][C:16]([C:19]([F:22])([F:21])[F:20])=[CH:17][N:18]=2)[CH2:10][CH2:9]1)=O)(C)(C)C.[ClH:23]. (5) Given the product [CH3:1][O:2][C:3]([C:5]1[N:6]=[C:7]([CH2:16][CH:17]2[CH2:21][CH2:20][CH2:19][CH2:18]2)[C:8]2[C:13]([CH:14]=1)=[CH:12][CH:11]=[C:10]([O:15][S:22]([C:25]([F:28])([F:27])[F:26])(=[O:24])=[O:23])[CH:9]=2)=[O:4], predict the reactants needed to synthesize it. The reactants are: [CH3:1][O:2][C:3]([C:5]1[N:6]=[C:7]([CH2:16][CH:17]2[CH2:21][CH2:20][CH2:19][CH2:18]2)[C:8]2[C:13]([CH:14]=1)=[CH:12][CH:11]=[C:10]([OH:15])[CH:9]=2)=[O:4].[S:22](O[S:22]([C:25]([F:28])([F:27])[F:26])(=[O:24])=[O:23])([C:25]([F:28])([F:27])[F:26])(=[O:24])=[O:23].C(N(CC)CC)C. (6) The reactants are: [CH:1]1([N:7]([CH:24]2[CH2:29][CH2:28][CH2:27][CH2:26][CH2:25]2)[C:8](=[O:23])[NH:9][C:10]2[S:11][C:12]([S:15]([NH:18][CH2:19][C:20]([OH:22])=[O:21])(=[O:17])=[O:16])=[CH:13][N:14]=2)[CH2:6][CH2:5][CH2:4][CH2:3][CH2:2]1.C1(N[C@H]2CC[C@H:40]([O:43]CCC)[CH2:39][CH2:38]2)CCCCC1.C1(N([C@H]2CC[C@H](OC)CC2)C(=O)NC2SC(SCC(O)=O)=CN=2)CCCC1.O[C@H]1CC[C@H](C2C=CC=C3C=2C(=O)NC3=O)CC1.BrCCC.C1(=O)CCCCC1.C(OC(=O)CNS(C1SC(N)=NC=1)(=O)=O)C. Given the product [CH:24]1([N:7]([C@H:1]2[CH2:2][CH2:3][C@H:4]([O:43][CH2:40][CH2:39][CH3:38])[CH2:5][CH2:6]2)[C:8](=[O:23])[NH:9][C:10]2[S:11][C:12]([S:15]([NH:18][CH2:19][C:20]([OH:22])=[O:21])(=[O:16])=[O:17])=[CH:13][N:14]=2)[CH2:29][CH2:28][CH2:27][CH2:26][CH2:25]1, predict the reactants needed to synthesize it. (7) Given the product [Br:1][C:2]1[CH:10]=[C:9]2[C:5]([C:6]([CH:34]([F:36])[F:35])=[CH:7][N:8]2[S:11]([C:14]2[CH:15]=[CH:16][C:17]([O:32][CH3:33])=[C:18]([CH:20]3[CH2:21][CH2:22][NH:23][CH2:24][CH2:25]3)[CH:19]=2)(=[O:12])=[O:13])=[CH:4][CH:3]=1, predict the reactants needed to synthesize it. The reactants are: [Br:1][C:2]1[CH:10]=[C:9]2[C:5]([C:6]([CH:34]([F:36])[F:35])=[CH:7][N:8]2[S:11]([C:14]2[CH:15]=[CH:16][C:17]([O:32][CH3:33])=[C:18]([CH:20]3[CH2:25][CH2:24][N:23](C(=O)C(Cl)(Cl)Cl)[CH2:22][CH2:21]3)[CH:19]=2)(=[O:13])=[O:12])=[CH:4][CH:3]=1.[OH-].[K+]. (8) Given the product [CH:43]1([P:26]([CH:20]2[CH2:25][CH2:24][CH2:23][CH2:22][CH2:21]2)([C:27]2[CH:32]=[CH:31][CH:30]=[CH:29][C:28]=2[C:33]2[C:38]([O:39][CH3:40])=[CH:37][CH:36]=[CH:35][C:34]=2[O:41][CH3:42])=[O:15])[CH2:44][CH2:45][CH2:46][CH2:47][CH2:48]1, predict the reactants needed to synthesize it. The reactants are: ClC1C=CC(C2C=CC=CC=2)=CC=1.C(=O)([O-])[O-:15].[Cs+].[Cs+].[CH:20]1([P:26]([CH:43]2[CH2:48][CH2:47][CH2:46][CH2:45][CH2:44]2)[C:27]2[CH:32]=[CH:31][CH:30]=[CH:29][C:28]=2[C:33]2[C:38]([O:39][CH3:40])=[CH:37][CH:36]=[CH:35][C:34]=2[O:41][CH3:42])[CH2:25][CH2:24][CH2:23][CH2:22][CH2:21]1.O.NN. (9) Given the product [Br:1][C:2]1[CH:14]=[CH:13][C:12]2[C:11]3[C:6](=[CH:7][C:8]([Br:15])=[CH:9][CH:10]=3)[C:5]([CH2:17][CH2:18][CH2:19][CH2:20][CH3:21])([OH:16])[C:4]=2[CH:3]=1, predict the reactants needed to synthesize it. The reactants are: [Br:1][C:2]1[CH:14]=[CH:13][C:12]2[C:11]3[C:6](=[CH:7][C:8]([Br:15])=[CH:9][CH:10]=3)[C:5](=[O:16])[C:4]=2[CH:3]=1.[CH2:17]([Mg]Br)[CH2:18][CH2:19][CH2:20][CH3:21].